Dataset: Forward reaction prediction with 1.9M reactions from USPTO patents (1976-2016). Task: Predict the product of the given reaction. (1) Given the reactants Cl[C:2]1[C:11]2[C:6](=[C:7]([C:13]([O:15][CH3:16])=[O:14])[CH:8]=[C:9]([Cl:12])[CH:10]=2)[N:5]=[CH:4][N:3]=1.C(N(C(C)C)C(C)C)C.[NH2:26][CH:27]([C:29]1[CH:30]=[C:31]([NH:35][C:36](=[O:42])[O:37][C:38]([CH3:41])([CH3:40])[CH3:39])[CH:32]=[CH:33][CH:34]=1)[CH3:28], predict the reaction product. The product is: [CH3:16][O:15][C:13]([C:7]1[CH:8]=[C:9]([Cl:12])[CH:10]=[C:11]2[C:6]=1[N:5]=[CH:4][N:3]=[C:2]2[NH:26][CH:27]([C:29]1[CH:34]=[CH:33][CH:32]=[C:31]([NH:35][C:36]([O:37][C:38]([CH3:39])([CH3:41])[CH3:40])=[O:42])[CH:30]=1)[CH3:28])=[O:14]. (2) Given the reactants [F:1][C:2]1[N:7]=[CH:6][C:5]([NH2:8])=[CH:4][CH:3]=1.C([Mg]Cl)(C)C.[CH:14]1([C:17]2[NH:21][N:20]=[C:19]([NH:22][C:23]3[C:24]4[CH2:41][CH2:40][CH2:39][C:25]=4[N:26]=[C:27]([N:29]4[CH2:33][CH2:32][C@H:31]([OH:34])[CH:30]4[C:35](OC)=[O:36])[N:28]=3)[CH:18]=2)[CH2:16][CH2:15]1, predict the reaction product. The product is: [CH:14]1([C:17]2[NH:21][N:20]=[C:19]([NH:22][C:23]3[C:24]4[CH2:41][CH2:40][CH2:39][C:25]=4[N:26]=[C:27]([N:29]4[CH2:33][CH2:32][C@H:31]([OH:34])[C@@H:30]4[C:35]([NH:8][C:5]4[CH:6]=[N:7][C:2]([F:1])=[CH:3][CH:4]=4)=[O:36])[N:28]=3)[CH:18]=2)[CH2:16][CH2:15]1. (3) Given the reactants Br[C:2]1[C:7]([F:8])=[C:6]([CH3:9])[CH:5]=[CH:4][N:3]=1.[CH3:10][N:11](C=O)C, predict the reaction product. The product is: [F:8][C:7]1[C:2]([C:10]#[N:11])=[N:3][CH:4]=[CH:5][C:6]=1[CH3:9]. (4) The product is: [NH2:1][C:2]1[S:3][CH:4]=[C:5]([CH2:7][O:8]/[N:9]=[C:10](/[C:13]2[CH:18]=[CH:17][CH:33]=[C:32]([O:34][CH3:21])[CH:31]=2)\[C:11](=[NH:12])[N:29]([OH:30])[CH3:28])[N:6]=1. Given the reactants [NH2:1][C:2]1[S:3][CH:4]=[C:5]([CH2:7][O:8]/[N:9]=[C:10](/[C:13]2[CH:18]=[CH:17]C=C(OC)C=2)\[C:11]#[N:12])[N:6]=1.[C:21](=O)([O-])[O-].[K+].[K+].Cl.[CH3:28][NH:29][OH:30].[CH3:31][CH:32]([OH:34])[CH3:33].O, predict the reaction product. (5) Given the reactants [NH:1]1[CH:5]=[C:4]([C:6]2[C:7]3[CH:14]=[CH:13][N:12](COCC[Si](C)(C)C)[C:8]=3[N:9]=[CH:10][N:11]=2)[CH:3]=[N:2]1.[C:23](O)(=O)C=CC.[CH2:29]1[CH2:39][CH2:38][N:37]2C(=NCCC2)[CH2:31][CH2:30]1, predict the reaction product. The product is: [CH3:23][C:30]([N:2]1[CH:3]=[C:4]([C:6]2[C:7]3[CH:14]=[CH:13][NH:12][C:8]=3[N:9]=[CH:10][N:11]=2)[CH:5]=[N:1]1)([CH3:31])[CH2:29][CH2:39][C:38]#[N:37].